From a dataset of Catalyst prediction with 721,799 reactions and 888 catalyst types from USPTO. Predict which catalyst facilitates the given reaction. (1) Reactant: [NH2:1][C:2]1[C:3]([NH:12][CH:13]2[CH2:15][CH2:14]2)=[C:4]([CH:9]=[CH:10][CH:11]=1)[C:5]([NH:7][CH3:8])=[O:6].[NH:16]([C:22]([O:24][C:25]([CH3:28])([CH3:27])[CH3:26])=[O:23])[C@H:17]([C:19](O)=[O:20])[CH3:18].CCN(C(C)C)C(C)C.C1CN([P+](ON2N=NC3C2=CC=CC=3)(N2CCCC2)N2CCCC2)CC1.F[P-](F)(F)(F)(F)F. Product: [CH:13]1([NH:12][C:3]2[C:4]([C:5](=[O:6])[NH:7][CH3:8])=[CH:9][CH:10]=[CH:11][C:2]=2[NH:1][C:19](=[O:20])[C@@H:17]([NH:16][C:22](=[O:23])[O:24][C:25]([CH3:27])([CH3:26])[CH3:28])[CH3:18])[CH2:15][CH2:14]1. The catalyst class is: 31. (2) Reactant: [CH:1]([C:3]1[CH:8]=[C:7]([C:9]2[C:14]3[C:15]([O:37][CH3:38])=[N:16][N:17]([C:18]([C:31]4[CH:36]=[CH:35][CH:34]=[CH:33][CH:32]=4)([C:25]4[CH:30]=[CH:29][CH:28]=[CH:27][CH:26]=4)[C:19]4[CH:24]=[CH:23][CH:22]=[CH:21][CH:20]=4)[C:13]=3[CH:12]=[C:11]([NH:39][C:40]([NH:42][C@@H:43]([C:45]3[CH:50]=[CH:49][CH:48]=[CH:47][CH:46]=3)[CH3:44])=[O:41])[N:10]=2)[CH:6]=[CH:5][N:4]=1)=[O:2].[BH4-].[Na+].Cl. Product: [OH:2][CH2:1][C:3]1[CH:8]=[C:7]([C:9]2[C:14]3[C:15]([O:37][CH3:38])=[N:16][N:17]([C:18]([C:19]4[CH:20]=[CH:21][CH:22]=[CH:23][CH:24]=4)([C:31]4[CH:36]=[CH:35][CH:34]=[CH:33][CH:32]=4)[C:25]4[CH:26]=[CH:27][CH:28]=[CH:29][CH:30]=4)[C:13]=3[CH:12]=[C:11]([NH:39][C:40]([NH:42][C@@H:43]([C:45]3[CH:50]=[CH:49][CH:48]=[CH:47][CH:46]=3)[CH3:44])=[O:41])[N:10]=2)[CH:6]=[CH:5][N:4]=1. The catalyst class is: 5. (3) Reactant: [F:1][C:2]1([F:12])[CH2:5][C:4]([C:9]([NH2:11])=O)([C:6]([NH2:8])=O)[CH2:3]1.[H-].[Al+3].[Li+].[H-].[H-].[H-]. Product: [F:1][C:2]1([F:12])[CH2:5][C:4]([CH2:9][NH2:11])([CH2:6][NH2:8])[CH2:3]1. The catalyst class is: 7. (4) Reactant: [NH2:1][CH2:2][CH2:3][N:4]([CH:9]1[CH:13]([O:14][Si](C(C)(C)C)(C)C)[CH2:12][N:11]([C:22](=[O:30])[C:23]2[CH:28]=[CH:27][C:26]([Cl:29])=[CH:25][CH:24]=2)[CH2:10]1)[C:5](=[O:8])[CH2:6]Cl.NCCN(C1C(O)CN(C(=O)C2C=CC(Cl)=CC=2)C1)C(=O)CCl.C([O-])([O-])=O.[K+].[K+].CCOC(C)=O. Product: [Cl:29][C:26]1[CH:27]=[CH:28][C:23]([C:22]([N:11]2[CH2:12][CH:13]([OH:14])[CH:9]([N:4]3[CH2:3][CH2:2][NH:1][CH2:6][C:5]3=[O:8])[CH2:10]2)=[O:30])=[CH:24][CH:25]=1. The catalyst class is: 3. (5) Product: [F:1][C:2]1[CH:7]=[C:6]([NH2:8])[CH:5]=[CH:4][C:3]=1[O:11][C:12]1[CH:17]=[CH:16][CH:15]=[CH:14][CH:13]=1. Reactant: [F:1][C:2]1[CH:7]=[C:6]([N+:8]([O-])=O)[CH:5]=[CH:4][C:3]=1[O:11][C:12]1[CH:17]=[CH:16][CH:15]=[CH:14][CH:13]=1.[H][H]. The catalyst class is: 43.